Dataset: Full USPTO retrosynthesis dataset with 1.9M reactions from patents (1976-2016). Task: Predict the reactants needed to synthesize the given product. (1) Given the product [C:15]([O:18][C:19]([NH:2][CH2:1][CH:3]([S:10]([OH:13])(=[O:12])=[O:11])[CH2:4][C:5]([O:7][CH2:8][CH3:9])=[O:6])=[O:20])([CH3:17])([CH3:16])[CH3:14], predict the reactants needed to synthesize it. The reactants are: [C:1]([CH:3]([S:10]([OH:13])(=[O:12])=[O:11])[CH2:4][C:5]([O:7][CH2:8][CH3:9])=[O:6])#[N:2].[CH3:14][C:15]([O:18][C:19](O[C:19]([O:18][C:15]([CH3:17])([CH3:16])[CH3:14])=[O:20])=[O:20])([CH3:17])[CH3:16].[H][H]. (2) Given the product [N:34]1[CH:39]=[CH:38][CH:37]=[CH2+:36][CH:35]=1.[C:13]1([CH3:33])[CH:14]=[CH:15][C:16]([S:19]([OH:22])(=[O:20])=[O:21])=[CH:17][CH:18]=1.[S:1]1[CH2:4][CH2:3][CH2:2]1, predict the reactants needed to synthesize it. The reactants are: [S:1]1[CH2:4][CH:3](O)[CH2:2]1.CCN(CC)CC.[C:13]1([CH3:33])[CH:18]=[CH:17][C:16]([S:19]([O:22]S(C2C=CC(C)=CC=2)(=O)=O)(=[O:21])=[O:20])=[CH:15][CH:14]=1.[N:34]1[CH:39]=[CH:38][CH:37]=[CH:36][CH:35]=1. (3) Given the product [F:22][C:23]1[CH:24]=[C:25]([C:2]2[CH:3]=[CH:4][C:5]([NH:8][C:9](=[O:21])[CH2:10][CH:11]3[CH2:16][CH2:15][N:14]([S:17]([CH3:20])(=[O:19])=[O:18])[CH2:13][CH2:12]3)=[N:6][CH:7]=2)[CH:26]=[C:27]([F:29])[CH:28]=1, predict the reactants needed to synthesize it. The reactants are: Br[C:2]1[CH:3]=[CH:4][C:5]([NH:8][C:9](=[O:21])[CH2:10][CH:11]2[CH2:16][CH2:15][N:14]([S:17]([CH3:20])(=[O:19])=[O:18])[CH2:13][CH2:12]2)=[N:6][CH:7]=1.[F:22][C:23]1[CH:24]=[C:25](B(O)O)[CH:26]=[C:27]([F:29])[CH:28]=1. (4) Given the product [CH3:12][O:11][CH:10]([O:13][CH3:14])[C:5]1[CH:8]=[CH:9][C:2]([I:1])=[CH:3][CH:4]=1, predict the reactants needed to synthesize it. The reactants are: [I:1][C:2]1[CH:9]=[CH:8][C:5](C=O)=[CH:4][CH:3]=1.[CH:10](OC)([O:13][CH3:14])[O:11][CH3:12].